From a dataset of Full USPTO retrosynthesis dataset with 1.9M reactions from patents (1976-2016). Predict the reactants needed to synthesize the given product. (1) Given the product [F:1][C:2]1[C:7]([O:8][CH3:9])=[CH:6][C:5]([O:10][CH3:11])=[C:4]([F:12])[C:3]=1[N:13]1[CH2:18][C:17]2[CH:19]=[N:20][C:21]([C:23]3[C:24]([CH3:29])=[N:25][N:26]([CH3:28])[CH:27]=3)=[CH:22][C:16]=2[N:15]([CH:30]2[CH2:35][CH2:34][NH:33][CH2:32][CH2:31]2)[C:14]1=[O:43], predict the reactants needed to synthesize it. The reactants are: [F:1][C:2]1[C:7]([O:8][CH3:9])=[CH:6][C:5]([O:10][CH3:11])=[C:4]([F:12])[C:3]=1[N:13]1[CH2:18][C:17]2[CH:19]=[N:20][C:21]([C:23]3[C:24]([CH3:29])=[N:25][N:26]([CH3:28])[CH:27]=3)=[CH:22][C:16]=2[N:15]([CH:30]2[CH2:35][CH2:34][N:33](C(OC(C)(C)C)=O)[CH2:32][CH2:31]2)[C:14]1=[O:43].CO.Cl. (2) Given the product [Br:1][C:2]1[CH:3]=[C:4]([CH2:9][C@@H:10]([OH:14])[C:11]([OH:13])=[O:12])[CH:5]=[CH:6][C:7]=1[CH3:8], predict the reactants needed to synthesize it. The reactants are: [Br:1][C:2]1[CH:3]=[C:4]([CH2:9][C:10](=[O:14])[C:11]([OH:13])=[O:12])[CH:5]=[CH:6][C:7]=1[CH3:8].C(N(CC)CC)C.CC(OC)(C)C. (3) Given the product [CH2:17]([O:16][C:14](=[O:19])[NH:15][CH:4]([C:6]1[CH:13]=[CH:12][C:9]([C:10]#[N:11])=[CH:8][CH:7]=1)[NH:15][C:14](=[O:19])[O:16][CH2:17][CH3:18])[CH3:18], predict the reactants needed to synthesize it. The reactants are: [Cl-].[Ca+2].[Cl-].[CH:4]([C:6]1[CH:13]=[CH:12][C:9]([C:10]#[N:11])=[CH:8][CH:7]=1)=O.[C:14](=[O:19])([O:16][CH2:17][CH3:18])[NH2:15].S(=O)(=O)(O)O. (4) Given the product [CH3:29][C:24]1[C:23]([NH:22][C:20]([C:18]2[CH:17]=[CH:16][C:15]3[C@:9]4([CH2:2][C:3]5[CH:4]=[CH:5][CH:6]=[CH:7][CH:8]=5)[CH2:38][CH2:37][C:32](=[O:33])[CH2:31][C@@H:10]4[CH:11]([OH:30])[O:12][CH2:13][C:14]=3[CH:19]=2)=[O:21])=[CH:28][CH:27]=[CH:26][N:25]=1, predict the reactants needed to synthesize it. The reactants are: Cl.[CH2:2]([C@@:9]12[CH2:38][CH2:37][C:32]3(OCC[O:33]3)[CH2:31][C@@H:10]1[CH:11]([OH:30])[O:12][CH2:13][C:14]1[CH:19]=[C:18]([C:20]([NH:22][C:23]3[C:24]([CH3:29])=[N:25][CH:26]=[CH:27][CH:28]=3)=[O:21])[CH:17]=[CH:16][C:15]=12)[C:3]1[CH:8]=[CH:7][CH:6]=[CH:5][CH:4]=1.C([O-])(O)=O.[Na+]. (5) Given the product [Cl:1][C:2]1[N:3]=[CH:4][C:5]2[C:10]([CH:11]=1)=[CH:9][CH:8]=[CH:7][C:6]=2[C:12]([O:14][CH3:19])=[O:13], predict the reactants needed to synthesize it. The reactants are: [Cl:1][C:2]1[N:3]=[CH:4][C:5]2[C:10]([CH:11]=1)=[CH:9][CH:8]=[CH:7][C:6]=2[C:12]([OH:14])=[O:13].S(Cl)(Cl)=O.[CH3:19]O.